Predict the product of the given reaction. From a dataset of Forward reaction prediction with 1.9M reactions from USPTO patents (1976-2016). (1) Given the reactants C(OC(=O)[NH:7][C:8]1[CH:9]=[C:10]([C:15]2[CH:20]=[CH:19][CH:18]=[C:17]([OH:21])[CH:16]=2)[CH:11]=[CH:12][C:13]=1[Cl:14])(C)(C)C, predict the reaction product. The product is: [ClH:14].[NH2:7][C:8]1[CH:9]=[C:10]([C:15]2[CH:20]=[CH:19][CH:18]=[C:17]([OH:21])[CH:16]=2)[CH:11]=[CH:12][C:13]=1[Cl:14]. (2) Given the reactants [C:1]([O:5][C:6]([N:8]1[CH2:13][CH2:12][CH:11]([O:14][C:15]2[CH:20]=[CH:19][C:18]([C:21]3[S:25][C:24]4=[N:26][CH:27]=[C:28](I)[N:23]4[N:22]=3)=[CH:17][C:16]=2[O:30][CH3:31])[CH2:10][CH2:9]1)=[O:7])([CH3:4])([CH3:3])[CH3:2].[NH2:32][C:33]1[N:38]=[CH:37][C:36](B2OC(C)(C)C(C)(C)O2)=[CH:35][N:34]=1.O1CCOCC1.C([O-])([O-])=O.[K+].[K+], predict the reaction product. The product is: [C:1]([O:5][C:6]([N:8]1[CH2:13][CH2:12][CH:11]([O:14][C:15]2[CH:20]=[CH:19][C:18]([C:21]3[S:25][C:24]4=[N:26][CH:27]=[C:28]([C:36]5[CH:35]=[N:34][C:33]([NH2:32])=[N:38][CH:37]=5)[N:23]4[N:22]=3)=[CH:17][C:16]=2[O:30][CH3:31])[CH2:10][CH2:9]1)=[O:7])([CH3:4])([CH3:3])[CH3:2]. (3) Given the reactants O(P(O[C:18]1[N:19]=[C:20]2[CH:37]=[C:36]([CH2:38][CH2:39][C:40]3[S:41][CH:42]=[C:43]([CH:45]([CH3:47])[CH3:46])[N:44]=3)[CH:35]=[CH:34][N:21]2[C:22](=[O:33])[C:23]=1/[CH:24]=[CH:25]/[C:26]([O:28][C:29]([CH3:32])([CH3:31])[CH3:30])=[O:27])(OC1C=CC=CC=1)=O)C1C=CC=CC=1.[S-2:48].[Li+].[Li+].Br[CH2:52][C:53]([O:55][C:56]([CH3:59])([CH3:58])[CH3:57])=[O:54].[I-].[Na+], predict the reaction product. The product is: [C:56]([O:55][C:53]([CH2:52][S:48][C:18]1[N:19]=[C:20]2[CH:37]=[C:36]([CH2:38][CH2:39][C:40]3[S:41][CH:42]=[C:43]([CH:45]([CH3:46])[CH3:47])[N:44]=3)[CH:35]=[CH:34][N:21]2[C:22](=[O:33])[C:23]=1/[CH:24]=[CH:25]/[C:26]([O:28][C:29]([CH3:32])([CH3:31])[CH3:30])=[O:27])=[O:54])([CH3:59])([CH3:58])[CH3:57].